This data is from Full USPTO retrosynthesis dataset with 1.9M reactions from patents (1976-2016). The task is: Predict the reactants needed to synthesize the given product. Given the product [CH:12]([C:13]1([CH2:18][NH:19][C:20](=[O:26])[O:21][C:22]([CH3:24])([CH3:23])[CH3:25])[CH2:17][CH2:16][CH2:15][CH2:14]1)=[O:11], predict the reactants needed to synthesize it. The reactants are: C(Cl)(=O)C(Cl)=O.CS(C)=O.[OH:11][CH2:12][C:13]1([CH2:18][NH:19][C:20](=[O:26])[O:21][C:22]([CH3:25])([CH3:24])[CH3:23])[CH2:17][CH2:16][CH2:15][CH2:14]1.O.